This data is from Full USPTO retrosynthesis dataset with 1.9M reactions from patents (1976-2016). The task is: Predict the reactants needed to synthesize the given product. (1) Given the product [ClH:1].[C:10]([CH2:9][C:4]1[CH:5]=[CH:6][CH:7]=[CH:8][C:3]=1[CH2:2][S:14][C:13](=[NH:12])[NH2:15])#[N:11], predict the reactants needed to synthesize it. The reactants are: [Cl:1][CH2:2][C:3]1[CH:8]=[CH:7][CH:6]=[CH:5][C:4]=1[CH2:9][C:10]#[N:11].[NH2:12][C:13]([NH2:15])=[S:14]. (2) Given the product [CH3:27][O:26][N:25]([CH3:24])[C:3](=[O:4])[C:2]([CH3:6])([C:7]1[CH:12]=[CH:11][CH:10]=[CH:9][CH:8]=1)[CH3:1], predict the reactants needed to synthesize it. The reactants are: [CH3:1][C:2]([C:7]1[CH:12]=[CH:11][CH:10]=[CH:9][CH:8]=1)([CH3:6])[C:3](O)=[O:4].S(Cl)(Cl)=O.C(=O)([O-])[O-].[K+].[K+].Cl.[CH3:24][NH:25][O:26][CH3:27].Cl. (3) Given the product [F:1][C:2]([F:13])([F:14])[CH:3]1[C:11]2[CH:10]=[CH:9][CH:8]=[C:7]([OH:12])[C:6]=2[CH2:5][CH2:4]1, predict the reactants needed to synthesize it. The reactants are: [F:1][C:2]([F:14])([F:13])[C:3]1[C:11]2[CH:10]=[CH:9][CH:8]=[C:7]([OH:12])[C:6]=2[CH2:5][CH:4]=1.[H][H]. (4) The reactants are: [Cl:1][C:2]1[CH:3]=[CH:4][C:5]2[S:9][C:8](=[O:10])[N:7]([CH2:11][CH2:12][C:13]([O:15]CC)=[O:14])[C:6]=2[CH:18]=1.[OH-].[Na+]. Given the product [Cl:1][C:2]1[CH:3]=[CH:4][C:5]2[S:9][C:8](=[O:10])[N:7]([CH2:11][CH2:12][C:13]([OH:15])=[O:14])[C:6]=2[CH:18]=1, predict the reactants needed to synthesize it. (5) Given the product [CH:12]1([CH2:17][NH:18][C:8]([C:4]2[S:3][C:2]([NH2:1])=[N:6][C:5]=2[CH3:7])=[O:10])[CH2:16][CH2:15][CH2:14][CH2:13]1, predict the reactants needed to synthesize it. The reactants are: [NH2:1][C:2]1[S:3][C:4]([C:8]([OH:10])=O)=[C:5]([CH3:7])[N:6]=1.Cl.[CH:12]1([CH2:17][NH2:18])[CH2:16][CH2:15][CH2:14][CH2:13]1.CN([P+](ON1N=NC2C=CC=CC1=2)(N(C)C)N(C)C)C.F[P-](F)(F)(F)(F)F.C(=O)(O)[O-].[Na+]. (6) Given the product [CH2:11]([C:9]1[S:8][C:6]2[N:7]=[C:2]([S:28][CH2:29][CH:30]([OH:32])[CH3:31])[N:3]=[C:4]([N:13]3[CH2:18][CH2:17][N:16]([C:19](=[O:27])[CH2:20][C:21]4[CH:26]=[CH:25][CH:24]=[CH:23][CH:22]=4)[CH2:15][CH2:14]3)[C:5]=2[CH:10]=1)[CH3:12], predict the reactants needed to synthesize it. The reactants are: Cl[C:2]1[N:3]=[C:4]([N:13]2[CH2:18][CH2:17][N:16]([C:19](=[O:27])[CH2:20][C:21]3[CH:26]=[CH:25][CH:24]=[CH:23][CH:22]=3)[CH2:15][CH2:14]2)[C:5]2[CH:10]=[C:9]([CH2:11][CH3:12])[S:8][C:6]=2[N:7]=1.[SH:28][CH2:29][CH:30]([OH:32])[CH3:31]. (7) Given the product [CH3:11][O:12][C:13]([C:15]1([NH:21][C:22]([O:24][C:25]([CH3:28])([CH3:27])[CH3:26])=[O:23])[CH2:17][CH:16]1[CH2:18][CH:19]=[CH2:1])=[O:14], predict the reactants needed to synthesize it. The reactants are: [CH3:1][Si]([N-][Si](C)(C)C)(C)C.[Na+].[CH3:11][O:12][C:13]([C:15]1([NH:21][C:22]([O:24][C:25]([CH3:28])([CH3:27])[CH3:26])=[O:23])[CH2:17][CH:16]1[CH2:18][CH:19]=O)=[O:14]. (8) Given the product [CH2:2]=[CH:3][CH2:4][CH2:5][CH2:8][CH3:9].[Cl:1][C:2]1[N:7]=[N:6][C:5]([C:8]([F:24])([C:16]([O:18][CH2:19][CH3:20])=[O:17])[C:9]([O:11][C:12]([CH3:14])([CH3:15])[CH3:13])=[O:10])=[CH:4][CH:3]=1, predict the reactants needed to synthesize it. The reactants are: [Cl:1][C:2]1[N:7]=[N:6][C:5]([CH:8]([C:16]([O:18][CH2:19][CH3:20])=[O:17])[C:9]([O:11][C:12]([CH3:15])([CH3:14])[CH3:13])=[O:10])=[CH:4][CH:3]=1.[H-].[Na+].[B-](F)(F)(F)[F:24].[B-](F)(F)(F)F.C1[N+]2(CCl)CC[N+](F)(CC2)C1.